From a dataset of Full USPTO retrosynthesis dataset with 1.9M reactions from patents (1976-2016). Predict the reactants needed to synthesize the given product. (1) Given the product [Cl:22][C:23]1[CH:28]=[CH:27][C:26]([NH:29][C:3]([CH:5]2[C:10]3=[N:11][C:12]([C:16]4[CH:21]=[CH:20][N:19]=[CH:18][N:17]=4)=[CH:13][C:14](=[O:15])[N:9]3[CH2:8][CH2:7][CH2:6]2)=[O:4])=[C:25]([O:30][CH3:31])[CH:24]=1, predict the reactants needed to synthesize it. The reactants are: CO[C:3]([C:5]1[CH2:6][CH2:7][CH2:8][N:9]2[C:14](=[O:15])[CH:13]=[C:12]([C:16]3[CH:21]=[CH:20][N:19]=[CH:18][N:17]=3)[NH:11][C:10]=12)=[O:4].[Cl:22][C:23]1[CH:28]=[CH:27][C:26]([NH2:29])=[C:25]([O:30][CH3:31])[CH:24]=1. (2) Given the product [C:24]([O:23][C:22]1[CH:29]=[CH:30][C:19]([C@@H:17]([OH:18])[CH2:16][NH:15][CH2:14][CH2:13][CH2:12][CH2:11][CH2:10][CH2:9][O:8][CH2:7][CH2:6][O:5][CH2:4][C:3]2[C:2]([Cl:1])=[CH:34][CH:33]=[CH:32][C:31]=2[Cl:35])=[CH:20][C:21]=1[CH2:26][OH:25])(=[O:38])[CH3:28], predict the reactants needed to synthesize it. The reactants are: [Cl:1][C:2]1[CH:34]=[CH:33][CH:32]=[C:31]([Cl:35])[C:3]=1[CH2:4][O:5][CH2:6][CH2:7][O:8][CH2:9][CH2:10][CH2:11][CH2:12][CH2:13][CH2:14][NH:15][CH2:16][C@@H:17]([C:19]1[CH:30]=[CH:29][C:22]2[O:23][C:24]([CH3:28])(C)[O:25][CH2:26][C:21]=2[CH:20]=1)[OH:18].C(O)(=[O:38])C. (3) Given the product [NH2:4][C:5]1[CH:23]=[CH:22][C:8]([O:9][C:10]2[CH:11]=[C:12]3[C:16](=[CH:17][CH:18]=2)[NH:15][C:14]([NH2:19])=[C:13]3[C:20]#[N:21])=[CH:7][CH:6]=1, predict the reactants needed to synthesize it. The reactants are: C([NH:4][C:5]1[CH:23]=[CH:22][C:8]([O:9][C:10]2[CH:11]=[C:12]3[C:16](=[CH:17][CH:18]=2)[NH:15][C:14]([NH2:19])=[C:13]3[C:20]#[N:21])=[CH:7][CH:6]=1)(=O)C.O.Cl.C([O-])(O)=O.[Na+]. (4) Given the product [CH:17]1([NH:16][C:14](=[O:15])[C:13]2[CH:20]=[CH:21][C:22]([CH3:23])=[C:11]([C:7]3[N:6]=[C:5]4[N:4]([NH:24][CH:25]([CH3:26])[CH3:30])[N:3]=[CH:2][C:10]4=[CH:9][CH:8]=3)[CH:12]=2)[CH2:19][CH2:18]1, predict the reactants needed to synthesize it. The reactants are: N[C:2]1[C:10]2[C:5](=[N:6][C:7]([C:11]3[CH:12]=[C:13]([CH:20]=[CH:21][C:22]=3[CH3:23])[C:14]([NH:16][CH:17]3[CH2:19][CH2:18]3)=[O:15])=[CH:8][CH:9]=2)[NH:4][N:3]=1.[NH2:24][C:25]1[C:26](C)=CC(C2C=C(C=C(F)C=2C)C(NC2CC2)=O)=N[CH:30]=1.C(O)(=O)C. (5) Given the product [Cl:1][C:2]1[CH:3]=[C:4]([CH:10]([C:18]2[NH:22][C:21]([C:23]3[CH:28]=[CH:27][CH:26]=[CH:25][N:24]=3)=[N:20][CH:19]=2)[CH2:11][CH:12]2[CH2:13][CH2:14][O:15][CH2:16][CH2:17]2)[CH:5]=[CH:6][C:7]=1[S:32]([CH3:36])(=[O:34])=[O:31], predict the reactants needed to synthesize it. The reactants are: [Cl:1][C:2]1[CH:3]=[C:4](/[C:10](/[C:18]2[NH:22][C:21]([C:23]3[CH:28]=[CH:27][CH:26]=[CH:25][N:24]=3)=[N:20][C:19]=2I)=[CH:11]\[CH:12]2[CH2:17][CH2:16][O:15][CH2:14][CH2:13]2)[CH:5]=[CH:6][C:7]=1SC.O[O:31][S:32]([O-:34])=O.[K+].[C:36](=O)([O-])O.[Na+].C1(SC2C=CC=CC=2)C=CC=CC=1. (6) Given the product [OH:31][C:9]1[CH:10]=[CH:11][C:12]2[C:13]([C:17]3[CH:22]=[CH:21][CH:20]=[CH:19][C:18]=3[C:23]([N:25]3[CH2:26][CH2:27][N:28]([C:41](=[O:42])[CH2:40][O:39][CH2:38][C:37]([OH:44])=[O:43])[CH2:29][CH2:30]3)=[O:24])=[C:14]3[C:5]([O:6][C:7]=2[CH:8]=1)=[CH:4][C:3](=[O:2])[CH:16]=[CH:15]3, predict the reactants needed to synthesize it. The reactants are: Cl.[OH:2][C:3]1[CH:4]=[C:5]2[C:14](=[CH:15][CH:16]=1)[C:13]([C:17]1[CH:22]=[CH:21][CH:20]=[CH:19][C:18]=1[C:23]([N:25]1[CH2:30][CH2:29][NH:28][CH2:27][CH2:26]1)=[O:24])=[C:12]1[C:7](=[CH:8][C:9](=[O:31])[CH:10]=[CH:11]1)[O:6]2.C(=O)(O)[O-].[Na+].[C:37]1(=[O:44])[O:43][C:41](=[O:42])[CH2:40][O:39][CH2:38]1.Cl.[Cl-].[Na+]. (7) Given the product [Cl:23][C:22]1[C:17]([N:15]2[C:8]([OH:13])([C:9]([O:11][CH3:12])=[O:10])[CH2:7][C:5]([CH2:4][OH:3])=[N:16]2)=[N:18][CH:19]=[CH:20][CH:21]=1, predict the reactants needed to synthesize it. The reactants are: CC1(C)O/[C:5](=[CH:7]/[C:8](=[O:13])[C:9]([O:11][CH3:12])=[O:10])/[CH2:4][O:3]1.[NH:15]([C:17]1[C:22]([Cl:23])=[CH:21][CH:20]=[CH:19][N:18]=1)[NH2:16].